Dataset: Peptide-MHC class II binding affinity with 134,281 pairs from IEDB. Task: Regression. Given a peptide amino acid sequence and an MHC pseudo amino acid sequence, predict their binding affinity value. This is MHC class II binding data. (1) The peptide sequence is EVVNDVSTFSSGLVW. The MHC is DRB1_0701 with pseudo-sequence DRB1_0701. The binding affinity (normalized) is 0.630. (2) The peptide sequence is HISYVMLIFFV. The MHC is HLA-DQA10201-DQB10303 with pseudo-sequence HLA-DQA10201-DQB10303. The binding affinity (normalized) is 0. (3) The peptide sequence is QTNGPWMQVPLEVKR. The MHC is HLA-DQA10102-DQB10501 with pseudo-sequence HLA-DQA10102-DQB10501. The binding affinity (normalized) is 0. (4) The peptide sequence is AFHVAATAANAAPAN. The MHC is DRB1_0802 with pseudo-sequence DRB1_0802. The binding affinity (normalized) is 0.475. (5) The peptide sequence is WASHIHLVIHRIRTL. The MHC is DRB1_0901 with pseudo-sequence DRB1_0901. The binding affinity (normalized) is 0.686. (6) The peptide sequence is TNNPHMQDKTMVKKW. The MHC is DRB5_0101 with pseudo-sequence DRB5_0101. The binding affinity (normalized) is 0.648. (7) The peptide sequence is HPQDGDALTLRTATN. The MHC is DRB1_0301 with pseudo-sequence DRB1_0301. The binding affinity (normalized) is 0.133. (8) The peptide sequence is TILKALGPAATLEEMMTA. The MHC is DRB1_0802 with pseudo-sequence DRB1_0802. The binding affinity (normalized) is 0.602.